Task: Predict the product of the given reaction.. Dataset: Forward reaction prediction with 1.9M reactions from USPTO patents (1976-2016) Given the reactants C([O:5][N:6]=[C:7]1[C:16]2[C:11](=[CH:12][CH:13]=[C:14]([O:17][CH2:18][CH2:19][Cl:20])[CH:15]=2)[O:10][C:9]([C:21]2[N:26]=[CH:25][N:24]3[CH:27]=[CH:28][CH:29]=[C:23]3[CH:22]=2)=[CH:8]1)(C)(C)C.[NH:30]1[CH2:34][CH2:33][CH:32]([OH:35])[CH2:31]1, predict the reaction product. The product is: [ClH:20].[OH:35][CH:32]1[CH2:33][CH2:34][N:30]([CH2:19][CH2:18][O:17][C:14]2[CH:15]=[C:16]3[C:11](=[CH:12][CH:13]=2)[O:10][C:9]([C:21]2[N:26]=[CH:25][N:24]4[CH:27]=[CH:28][CH:29]=[C:23]4[CH:22]=2)=[CH:8][C:7]3=[N:6][OH:5])[CH2:31]1.